From a dataset of Full USPTO retrosynthesis dataset with 1.9M reactions from patents (1976-2016). Predict the reactants needed to synthesize the given product. (1) Given the product [CH:6]1([CH2:5][CH:4]([C:11]2[CH:12]=[CH:13][C:14]([C:17]3[C:26]4[C:21](=[CH:22][CH:23]=[CH:24][CH:25]=4)[CH:20]=[CH:19][CH:18]=3)=[CH:15][CH:16]=2)[C:3]([OH:27])=[O:2])[CH2:10][CH2:9][CH2:8][CH2:7]1, predict the reactants needed to synthesize it. The reactants are: C[O:2][C:3](=[O:27])[CH:4]([C:11]1[CH:16]=[CH:15][C:14]([C:17]2[C:26]3[C:21](=[CH:22][CH:23]=[CH:24][CH:25]=3)[CH:20]=[CH:19][CH:18]=2)=[CH:13][CH:12]=1)[CH2:5][CH:6]1[CH2:10][CH2:9][CH2:8][CH2:7]1.[OH-].[Li+]. (2) Given the product [O:19]=[C:13]1[CH:12]([N:5]2[C:4](=[O:20])[C:3]3[C:7](=[CH:8][CH:9]=[CH:10][C:2]=3[NH:1][C:22]([C:23]3[CH:24]=[N:25][CH:26]=[CH:27][CH:28]=3)=[O:29])[C:6]2=[O:11])[CH2:17][CH2:16][C:15](=[O:18])[NH:14]1, predict the reactants needed to synthesize it. The reactants are: [NH2:1][C:2]1[CH:10]=[CH:9][CH:8]=[C:7]2[C:3]=1[C:4](=[O:20])[N:5]([CH:12]1[CH2:17][CH2:16][C:15](=[O:18])[NH:14][C:13]1=[O:19])[C:6]2=[O:11].Cl.[C:22](Cl)(=[O:29])[C:23]1[CH:28]=[CH:27][CH:26]=[N:25][CH:24]=1. (3) Given the product [Cl:1][C:2]1[CH:7]=[CH:6][C:5]([C:8]2[NH:9][C:10]3[N:11]([N:15]=[CH:16][C:17]=3[C:18]3[O:19][C:22]([CH3:23])=[CH:21][N:20]=3)[C:12](=[O:14])[CH:13]=2)=[CH:4][C:3]=1[O:24][CH3:25], predict the reactants needed to synthesize it. The reactants are: [Cl:1][C:2]1[CH:7]=[CH:6][C:5]([C:8]2[NH:9][C:10]3[N:11]([N:15]=[CH:16][C:17]=3[C:18]([NH:20][CH2:21][C:22]#[CH:23])=[O:19])[C:12](=[O:14])[CH:13]=2)=[CH:4][C:3]=1[O:24][CH3:25].[H-].[Na+].